Dataset: Forward reaction prediction with 1.9M reactions from USPTO patents (1976-2016). Task: Predict the product of the given reaction. (1) Given the reactants [C:1]1([C:21]2[CH:26]=[CH:25][CH:24]=[CH:23][CH:22]=2)[CH:6]=[CH:5][CH:4]=[CH:3][C:2]=1[N:7]1[C:16](=[O:17])[C:15]2[C:10](=[CH:11][CH:12]=[CH:13][C:14]=2[Cl:18])[N:9]=[C:8]1[CH2:19]Cl.[N:27]1[C:35]([NH2:36])=[C:34]2[C:30]([N:31]=[CH:32][NH:33]2)=[N:29][CH:28]=1.C([O-])([O-])=O.[K+].[K+], predict the reaction product. The product is: [NH2:36][C:35]1[N:27]=[CH:28][N:29]=[C:30]2[C:34]=1[N:33]=[CH:32][N:31]2[CH2:19][C:8]1[N:7]([C:2]2[CH:3]=[CH:4][CH:5]=[CH:6][C:1]=2[C:21]2[CH:26]=[CH:25][CH:24]=[CH:23][CH:22]=2)[C:16](=[O:17])[C:15]2[C:10](=[CH:11][CH:12]=[CH:13][C:14]=2[Cl:18])[N:9]=1. (2) Given the reactants [CH3:1][O:2][C:3]1[CH:4]=[C:5]2[C:10](=[CH:11][C:12]=1[O:13][CH3:14])[C:9]([CH2:15][CH2:16][CH2:17][CH2:18][CH2:19][CH2:20][CH2:21][CH2:22][CH2:23][CH2:24][CH3:25])=[N:8][CH2:7][CH2:6]2.[CH2:26]([O:28][C:29]([NH:31][C:32]1[CH:33]=[C:34]([CH:37]=[CH:38][C:39]=1[NH:40][C:41]([O:43][CH2:44][CH3:45])=[O:42])[CH2:35][Cl:36])=[O:30])[CH3:27], predict the reaction product. The product is: [Cl-:36].[CH3:1][O:2][C:3]1[CH:4]=[C:5]2[C:10](=[CH:11][C:12]=1[O:13][CH3:14])[C:9]([CH2:15][CH2:16][CH2:17][CH2:18][CH2:19][CH2:20][CH2:21][CH2:22][CH2:23][CH2:24][CH3:25])=[N+:8]([CH2:35][C:34]1[CH:37]=[CH:38][C:39]([NH:40][C:41]([O:43][CH2:44][CH3:45])=[O:42])=[C:32]([NH:31][C:29]([O:28][CH2:26][CH3:27])=[O:30])[CH:33]=1)[CH2:7][CH2:6]2.